This data is from Peptide-MHC class II binding affinity with 134,281 pairs from IEDB. The task is: Regression. Given a peptide amino acid sequence and an MHC pseudo amino acid sequence, predict their binding affinity value. This is MHC class II binding data. (1) The peptide sequence is KMIGGIGGFIKVRQYDQISI. The MHC is HLA-DQA10101-DQB10501 with pseudo-sequence HLA-DQA10101-DQB10501. The binding affinity (normalized) is 0.287. (2) The peptide sequence is RFYKTLRAEQAS. The MHC is DRB1_0701 with pseudo-sequence DRB1_0701. The binding affinity (normalized) is 0.371. (3) The peptide sequence is AEHQAIVRDVLAAGD. The MHC is HLA-DPA10301-DPB10402 with pseudo-sequence HLA-DPA10301-DPB10402. The binding affinity (normalized) is 0.